From a dataset of Forward reaction prediction with 1.9M reactions from USPTO patents (1976-2016). Predict the product of the given reaction. (1) Given the reactants [CH3:1][O:2][CH:3]1[CH2:8][CH2:7][N:6]([CH2:9][CH2:10][CH2:11][CH2:12][N:13]2[C:21](=[O:22])C3C(=CC=CC=3)C2=O)[CH2:5][CH2:4]1.O.NN.[CH2:27]([OH:29])[CH3:28], predict the reaction product. The product is: [CH2:27]([O:29][C:21](=[O:22])[NH:13][CH2:12][CH2:11][CH2:10][CH2:9][N:6]1[CH2:5][CH2:4][CH:3]([O:2][CH3:1])[CH2:8][CH2:7]1)[C:28]1[CH:7]=[CH:8][CH:3]=[CH:4][CH:5]=1. (2) Given the reactants [C:1]1([S:7]([N:10]2[C:14]3=[N:15][CH:16]=[CH:17][C:18]([C:19]4[CH:24]=[CH:23][C:22]([S:25]([N:28]5[CH2:32][CH2:31][CH2:30][CH2:29]5)(=[O:27])=[O:26])=[CH:21][CH:20]=4)=[C:13]3[CH:12]=[C:11]2[CH2:33][OH:34])(=[O:9])=[O:8])[CH:6]=[CH:5][CH:4]=[CH:3][CH:2]=1.[CH3:35][S:36](O[S:36]([CH3:35])(=[O:38])=[O:37])(=[O:38])=[O:37], predict the reaction product. The product is: [CH3:35][S:36]([O:34][CH2:33][C:11]1[N:10]([S:7]([C:1]2[CH:2]=[CH:3][CH:4]=[CH:5][CH:6]=2)(=[O:9])=[O:8])[C:14]2=[N:15][CH:16]=[CH:17][C:18]([C:19]3[CH:24]=[CH:23][C:22]([S:25]([N:28]4[CH2:32][CH2:31][CH2:30][CH2:29]4)(=[O:27])=[O:26])=[CH:21][CH:20]=3)=[C:13]2[CH:12]=1)(=[O:38])=[O:37]. (3) The product is: [O:21]1[C:22]2[C:23](=[N:24][CH:25]=[CH:26][CH:27]=2)[O:28][C@@H:19]([C:16]2[CH:17]=[CH:18][C:13]([CH2:12][N:37]3[CH:30]4[CH2:36][CH2:35][CH:34]3[CH2:33][N:32]([C:38](=[O:40])[CH3:39])[CH2:31]4)=[CH:14][CH:15]=2)[CH2:20]1. Given the reactants C(OC(C1CCN([CH2:12][C:13]2[CH:18]=[CH:17][C:16]([C@@H:19]3[O:28][C:23]4=[N:24][CH:25]=[CH:26][CH:27]=[C:22]4[O:21][CH2:20]3)=[CH:15][CH:14]=2)CC1)=O)C.Cl.[CH:30]12[NH:37][CH:34]([CH2:35][CH2:36]1)[CH2:33][N:32]([C:38](=[O:40])[CH3:39])[CH2:31]2, predict the reaction product. (4) Given the reactants [CH3:1][C:2]1[N:6]([CH3:7])[C:5]([C:8]2[CH:9]=[C:10]([NH:14][C:15]([NH2:17])=[S:16])[CH:11]=[CH:12][CH:13]=2)=[CH:4][N:3]=1.Br[CH:19]([C:22]1[CH:27]=[CH:26][CH:25]=[CH:24][CH:23]=1)[CH:20]=O.C(OCC)(=O)C.C(=O)([O-])[O-].[K+].[K+], predict the reaction product. The product is: [CH3:1][C:2]1[N:6]([CH3:7])[C:5]([C:8]2[CH:9]=[C:10]([NH:14][C:15]3[S:16][C:19]([C:22]4[CH:27]=[CH:26][CH:25]=[CH:24][CH:23]=4)=[CH:20][N:17]=3)[CH:11]=[CH:12][CH:13]=2)=[CH:4][N:3]=1. (5) Given the reactants C1(N=C=O)C=CC(N=C=O)=CC=1.[Cl:13][C:14]1[CH:19]=[CH:18][C:17]([O:20][CH3:21])=[C:16]([C:22]#[CH:23])[CH:15]=1.[CH2:24]([O:26][C:27](=[O:36])[CH2:28][CH2:29][CH2:30][CH2:31][CH2:32][N+:33]([O-])=[O:34])[CH3:25].C(N(CC)CC)C, predict the reaction product. The product is: [CH2:24]([O:26][C:27](=[O:36])[CH2:28][CH2:29][CH2:30][CH2:31][C:32]1[CH:23]=[C:22]([C:16]2[CH:15]=[C:14]([Cl:13])[CH:19]=[CH:18][C:17]=2[O:20][CH3:21])[O:34][N:33]=1)[CH3:25].